From a dataset of Forward reaction prediction with 1.9M reactions from USPTO patents (1976-2016). Predict the product of the given reaction. (1) Given the reactants [F:1][C:2]([CH3:35])([CH3:34])[CH2:3][N:4]1[CH2:9][CH2:8][CH:7]([CH2:10][O:11][C:12]2[CH:17]=[CH:16][C:15]([C:18]3[C:19](C(N4CCC[C@@H]4C(O)=O)=O)=[CH:20][CH:21]=[CH:22][CH:23]=3)=[CH:14][CH:13]=2)[CH2:6][CH2:5]1.[NH4+].[Cl-].[CH2:38](Cl)[CH2:39]Cl.C1C=CC2N([OH:51])N=NC=2C=1.CC[N:54]([CH:58](C)C)C(C)C.[CH3:61][N:62]([CH:64]=[O:65])[CH3:63], predict the reaction product. The product is: [F:1][C:2]([CH3:35])([CH3:34])[CH2:3][N:4]1[CH2:9][CH2:8][CH:7]([CH2:10][O:11][C:12]2[CH:17]=[CH:16][C:15]([C:18]3[C:23]([C:64]([N:62]4[CH2:63][CH2:39][CH2:38][C@@H:61]4[C:58]([NH2:54])=[O:51])=[O:65])=[CH:22][CH:21]=[CH:20][CH:19]=3)=[CH:14][CH:13]=2)[CH2:6][CH2:5]1. (2) The product is: [F:4][C:5]1[CH:6]=[C:7]([CH:37]=[CH:38][C:39]=1[F:40])[CH2:8][C:9]1([C:32](=[O:34])[CH3:1])[CH2:14][CH2:13][CH2:12][N:11]2[C:15]([C:18]3[CH:23]=[CH:22][C:21]([C:24]4[O:28][C:27]([CH3:29])=[N:26][CH:25]=4)=[C:20]([O:30][CH3:31])[CH:19]=3)=[N:16][N:17]=[C:10]12. Given the reactants [CH3:1][Mg]Br.[F:4][C:5]1[CH:6]=[C:7]([CH:37]=[CH:38][C:39]=1[F:40])[CH2:8][C:9]1([C:32]([O:34]CC)=O)[CH2:14][CH2:13][CH2:12][N:11]2[C:15]([C:18]3[CH:23]=[CH:22][C:21]([C:24]4[O:28][C:27]([CH3:29])=[N:26][CH:25]=4)=[C:20]([O:30][CH3:31])[CH:19]=3)=[N:16][N:17]=[C:10]12.[Cl-].[NH4+].O, predict the reaction product. (3) Given the reactants CS[C:3]1[O:7][C:6]([C:8]2[CH:13]=[CH:12][N:11]=[C:10]([NH:14][C:15]3[CH:20]=[CH:19][CH:18]=[C:17]([C:21]([F:24])([F:23])[F:22])[CH:16]=3)[CH:9]=2)=[N:5][N:4]=1.Cl[C:26]1C=CC=C(C(OO)=O)C=1.[S:36]([O-:40])([O-])(=[O:38])=S.[Na+].[Na+], predict the reaction product. The product is: [CH3:26][S:36]([C:3]1[O:7][C:6]([C:8]2[CH:13]=[CH:12][N:11]=[C:10]([NH:14][C:15]3[CH:20]=[CH:19][CH:18]=[C:17]([C:21]([F:24])([F:22])[F:23])[CH:16]=3)[CH:9]=2)=[N:5][N:4]=1)(=[O:40])=[O:38]. (4) Given the reactants [OH:1][C:2]1[CH:10]=[C:9]([CH3:11])[CH:8]=[CH:7][C:3]=1[C:4]([OH:6])=[O:5].[C:12]([O-])([O-])=O.[K+].[K+].[OH-].[K+].Cl, predict the reaction product. The product is: [CH3:12][O:1][C:2]1[CH:10]=[C:9]([CH3:11])[CH:8]=[CH:7][C:3]=1[C:4]([OH:6])=[O:5]. (5) Given the reactants [CH3:1][O:2][C:3]([C@H:6]1[CH2:11][CH2:10][C@H:9]([O:12]C2CCCCO2)[CH2:8][CH2:7]1)([CH3:5])[CH3:4].CC1C=CC(S(O)(=O)=O)=CC=1, predict the reaction product. The product is: [CH3:1][O:2][C:3]([C@H:6]1[CH2:7][CH2:8][C@H:9]([OH:12])[CH2:10][CH2:11]1)([CH3:5])[CH3:4]. (6) Given the reactants [C:1]1([CH3:11])[CH:6]=[CH:5][C:4]([CH2:7][C:8]([OH:10])=O)=[CH:3][CH:2]=1.C(Cl)(=O)C(Cl)=O.[NH2:18][C:19](=[N:25]O)[C:20]([O:22][CH2:23][CH3:24])=[O:21].C(N(CC)C(C)C)(C)C, predict the reaction product. The product is: [CH3:11][C:1]1[CH:2]=[CH:3][C:4]([CH2:7][C:8]2[O:10][N:25]=[C:19]([C:20]([O:22][CH2:23][CH3:24])=[O:21])[N:18]=2)=[CH:5][CH:6]=1. (7) Given the reactants C(OC(=O)[NH:7][C:8]1[CH:13]=[C:12]([CH3:14])[CH:11]=[CH:10][C:9]=1[O:15][CH2:16][CH2:17][CH2:18][N:19]([CH3:21])[CH3:20])(C)(C)C, predict the reaction product. The product is: [CH3:21][N:19]([CH3:20])[CH2:18][CH2:17][CH2:16][O:15][C:9]1[CH:10]=[CH:11][C:12]([CH3:14])=[CH:13][C:8]=1[NH2:7]. (8) Given the reactants CN(C)C(N(C)C)=N.[CH3:9][O:10][C:11](=[O:40])[CH:12](P(OC)(OC)=O)[NH:13][C:14](=[O:33])[C:15]1[CH:20]=[CH:19][C:18]([C:21]([NH:23][CH2:24][C:25]2[CH:30]=[CH:29][CH:28]=[C:27]([OH:31])[CH:26]=2)=[O:22])=[CH:17][C:16]=1[CH3:32].[CH:41](=O)[C:42]1[CH:47]=[CH:46][CH:45]=[CH:44][CH:43]=1, predict the reaction product. The product is: [CH3:9][O:10][C:11](=[O:40])/[C:12](/[NH:13][C:14](=[O:33])[C:15]1[CH:20]=[CH:19][C:18]([C:21]([NH:23][CH2:24][C:25]2[CH:30]=[CH:29][CH:28]=[C:27]([OH:31])[CH:26]=2)=[O:22])=[CH:17][C:16]=1[CH3:32])=[CH:41]/[C:42]1[CH:47]=[CH:46][CH:45]=[CH:44][CH:43]=1. (9) The product is: [CH3:1][O:2][C:3]1[CH:4]=[CH:5][C:6]([CH2:7][N:8]2[C:12]([CH2:13][CH2:14][O:15][CH3:16])=[C:11]([C:17]([O:19][CH2:20][CH3:21])=[O:18])[CH:10]=[N:9]2)=[CH:22][CH:23]=1. Given the reactants [CH3:1][O:2][C:3]1[CH:23]=[CH:22][C:6]([CH2:7][N:8]2[C:12](/[CH:13]=[CH:14]/[O:15][CH3:16])=[C:11]([C:17]([O:19][CH2:20][CH3:21])=[O:18])[CH:10]=[N:9]2)=[CH:5][CH:4]=1, predict the reaction product.